Predict the reaction yield, written as a fraction of the theoretical maximum amount of product (1.0 means a 100% yield; for example, 0.34 means a 34% yield). From a dataset of Reaction yield outcomes from USPTO patents with 853,638 reactions. (1) The reactants are [CH3:1][O:2][C:3](=[O:13])[C:4]1[CH:9]=[CH:8][C:7]([O:10][CH3:11])=[CH:6][C:5]=1[OH:12].S(Cl)([Cl:17])(=O)=O.CO. The catalyst is C(Cl)Cl.Cl. The product is [CH3:1][O:2][C:3](=[O:13])[C:4]1[CH:9]=[C:8]([Cl:17])[C:7]([O:10][CH3:11])=[CH:6][C:5]=1[OH:12]. The yield is 0.806. (2) The reactants are [NH:1]1[C:9]2[C:4](=[CH:5][C:6]([C:10]([O:12][CH3:13])=[O:11])=[CH:7][CH:8]=2)[CH:3]=[CH:2]1.[H-].[Na+].[CH:16]([Si:19]([CH:24]([CH3:26])[CH3:25])([CH:21]([CH3:23])[CH3:22])Cl)([CH3:18])[CH3:17]. The catalyst is CN(C=O)C. The product is [CH3:13][O:12][C:10]([C:6]1[CH:5]=[C:4]2[C:9](=[CH:8][CH:7]=1)[N:1]([Si:19]([CH:24]([CH3:26])[CH3:25])([CH:21]([CH3:23])[CH3:22])[CH:16]([CH3:18])[CH3:17])[CH:2]=[CH:3]2)=[O:11]. The yield is 0.260. (3) The reactants are C([N:5]1[C:10](=[O:11])[C:9]([Cl:12])=[C:8]([O:13][CH2:14][C:15]2[CH:20]=[CH:19][C:18]([CH2:21][O:22][CH2:23][CH2:24][OH:25])=[CH:17][CH:16]=2)[CH:7]=[N:6]1)(C)(C)C.[C:26]1([CH3:36])[CH:31]=[CH:30][C:29]([S:32](Cl)(=[O:34])=[O:33])=[CH:28][CH:27]=1.[CH2:37](N(CC)CC)C.CCC[CH2:47][CH2:48][CH3:49]. The catalyst is ClCCl.C(OCC)(=O)C. The product is [C:48]([CH:14]([O:13][C:8]1[CH:7]=[N:6][NH:5][C:10](=[O:11])[C:9]=1[Cl:12])[C:15]1[CH:16]=[CH:17][C:18]([CH2:21][O:22][CH2:23][CH2:24][O:25][S:32]([C:29]2[CH:30]=[CH:31][C:26]([CH3:36])=[CH:27][CH:28]=2)(=[O:34])=[O:33])=[CH:19][CH:20]=1)([CH3:47])([CH3:49])[CH3:37]. The yield is 0.770. (4) The reactants are [CH:1]12[CH2:7][CH:4]([CH2:5][CH2:6]1)[CH2:3][CH:2]2[CH2:8][C:9](O)=[O:10].[H-].[Al+3].[Li+].[H-].[H-].[H-]. The catalyst is O1CCCC1. The product is [CH:1]12[CH2:7][CH:4]([CH2:5][CH2:6]1)[CH2:3][CH:2]2[CH2:8][CH2:9][OH:10]. The yield is 0.960. (5) The reactants are [C:1]([O:5][C:6]([N:8]([C@@H:14]1[C:22]2[C:17](=[C:18]([C:23]3[S:27][C:26]([C:28]4[CH:33]=[CH:32][C:31]([O:34][CH:35]([CH3:37])[CH3:36])=[C:30]([C:38]#[N:39])[CH:29]=4)=[N:25][CH:24]=3)[CH:19]=[CH:20][CH:21]=2)[CH2:16][CH2:15]1)[CH2:9][C:10]([O:12]C)=[O:11])=[O:7])([CH3:4])([CH3:3])[CH3:2].[OH-].[Na+]. The catalyst is CO. The product is [C:1]([O:5][C:6]([N:8]([C@@H:14]1[C:22]2[C:17](=[C:18]([C:23]3[S:27][C:26]([C:28]4[CH:33]=[CH:32][C:31]([O:34][CH:35]([CH3:36])[CH3:37])=[C:30]([C:38]#[N:39])[CH:29]=4)=[N:25][CH:24]=3)[CH:19]=[CH:20][CH:21]=2)[CH2:16][CH2:15]1)[CH2:9][C:10]([OH:12])=[O:11])=[O:7])([CH3:3])([CH3:2])[CH3:4]. The yield is 0.940. (6) The reactants are [C:1]([O:20][CH2:21][CH2:22][O:23][C:24]1[CH:29]=[C:28]([N+:30]([O-:32])=[O:31])[C:27]([CH:33]=[O:34])=[CH:26][C:25]=1[O:35][CH3:36])(=[O:19])[CH2:2][CH2:3][CH2:4][CH2:5][CH2:6][CH2:7][CH2:8][CH2:9][CH2:10][CH2:11][CH2:12][CH2:13][CH2:14][CH2:15][CH2:16][CH2:17][CH3:18].[CH3:37][Al](C)C. The catalyst is C(Cl)Cl. The product is [C:1]([O:20][CH2:21][CH2:22][O:23][C:24]1[CH:29]=[C:28]([N+:30]([O-:32])=[O:31])[C:27]([CH:33]([OH:34])[CH3:37])=[CH:26][C:25]=1[O:35][CH3:36])(=[O:19])[CH2:2][CH2:3][CH2:4][CH2:5][CH2:6][CH2:7][CH2:8][CH2:9][CH2:10][CH2:11][CH2:12][CH2:13][CH2:14][CH2:15][CH2:16][CH2:17][CH3:18]. The yield is 0.990. (7) The reactants are [CH3:1][N:2]1[CH:6]=[CH:5][CH:4]=[N:3]1.C([Li])CCC.Br[CH2:13][CH2:14][O:15][Si:16]([C:19]([CH3:22])([CH3:21])[CH3:20])([CH3:18])[CH3:17].O. The catalyst is O1CCCC1.CCCCCC. The product is [C:19]([Si:16]([CH3:18])([CH3:17])[O:15][CH2:14][CH2:13][C:6]1[N:2]([CH3:1])[N:3]=[CH:4][CH:5]=1)([CH3:22])([CH3:21])[CH3:20]. The yield is 0.220.